The task is: Predict which catalyst facilitates the given reaction.. This data is from Catalyst prediction with 721,799 reactions and 888 catalyst types from USPTO. (1) Product: [F:1][C:2]1[CH:7]=[CH:6][C:5]2[NH:20][C:15]3[CH:16]=[CH:17][CH:18]=[CH:19][C:14]=3[NH:21][C:22](=[O:25])[C:23]=2[CH:3]=1. The catalyst class is: 6. Reactant: [F:1][C:2]1[CH:3]=C[CH:5]=[C:6]2NC(=O)OC(=O)[C:7]=12.[C:14]1([NH2:21])[CH:19]=[CH:18][CH:17]=[CH:16][C:15]=1[NH2:20].[C:22]([OH:25])(=O)[CH3:23]. (2) Reactant: Cl[C:2]1[N:7]=[C:6]([Cl:8])[N:5]=[C:4]([C:9]2[CH:14]=[CH:13][CH:12]=[C:11]([O:15][CH3:16])[CH:10]=2)[N:3]=1.C([O-])(O)=O.[Na+].[NH2:22][C:23]1[CH:28]=[CH:27][C:26]([OH:29])=[CH:25][CH:24]=1. Product: [Cl:8][C:6]1[N:5]=[C:4]([C:9]2[CH:14]=[CH:13][CH:12]=[C:11]([O:15][CH3:16])[CH:10]=2)[N:3]=[C:2]([NH:22][C:23]2[CH:28]=[CH:27][C:26]([OH:29])=[CH:25][CH:24]=2)[N:7]=1. The catalyst class is: 3. (3) Reactant: Br[C:2]1[C:3]([NH:12][C@H:13]2[CH2:17][CH2:16][CH2:15][C@@H:14]2[NH:18][C:19](=[O:25])[O:20][C:21]([CH3:24])([CH3:23])[CH3:22])=[N:4][CH:5]=[C:6]([C:8]([F:11])([F:10])[F:9])[N:7]=1.[CH:26]1(B(O)O)[CH2:28][CH2:27]1.C(=O)([O-])[O-].[K+].[K+]. Product: [CH:26]1([C:2]2[C:3]([NH:12][C@H:13]3[CH2:17][CH2:16][CH2:15][C@@H:14]3[NH:18][C:19](=[O:25])[O:20][C:21]([CH3:24])([CH3:23])[CH3:22])=[N:4][CH:5]=[C:6]([C:8]([F:11])([F:10])[F:9])[N:7]=2)[CH2:28][CH2:27]1. The catalyst class is: 70. (4) Reactant: [Cl:1][C:2]1[CH:7]=[CH:6][CH:5]=[C:4]([Cl:8])[C:3]=1[C:9]1[NH:13][C:12](=[O:14])[N:11]([C:15]2[CH:31]=[CH:30][C:18]([C:19]([NH:21][C:22]3[CH:27]=[CH:26][C:25](SC)=[CH:24][CH:23]=3)=[O:20])=[C:17]([O:32][CH3:33])[CH:16]=2)[N:10]=1.[C:34](#N)C.O[O:38][S:39]([O-:41])=O.[K+]. Product: [Cl:1][C:2]1[CH:7]=[CH:6][CH:5]=[C:4]([Cl:8])[C:3]=1[C:9]1[NH:13][C:12](=[O:14])[N:11]([C:15]2[CH:31]=[CH:30][C:18]([C:19]([NH:21][C:22]3[CH:27]=[CH:26][C:25]([S:39]([CH3:34])(=[O:41])=[O:38])=[CH:24][CH:23]=3)=[O:20])=[C:17]([O:32][CH3:33])[CH:16]=2)[N:10]=1. The catalyst class is: 6. (5) Reactant: C1(C)C=CC(S([O-])(=O)=O)=CC=1.[NH+]1C=CC=CC=1.[CH3:18][O:19][CH2:20][O:21][CH2:22][CH:23]1[CH2:31][CH2:30][CH2:29][C:24]21OCC[O:25]2. Product: [CH3:18][O:19][CH2:20][O:21][CH2:22][CH:23]1[CH2:31][CH2:30][CH2:29][C:24]1=[O:25]. The catalyst class is: 8.